Predict the reaction yield, written as a fraction of the theoretical maximum amount of product (1.0 means a 100% yield; for example, 0.34 means a 34% yield). From a dataset of Reaction yield outcomes from USPTO patents with 853,638 reactions. (1) The reactants are [CH3:1][O:2][C:3](=[O:18])[C:4]1[C:5](=[C:10]([CH3:17])[C:11]([CH2:15][CH3:16])=[CH:12][C:13]=1[OH:14])[C:6]([O:8][CH3:9])=[O:7].C(=O)([O-])[O-].[K+].[K+].[CH2:25](Br)[CH:26]=[CH2:27]. The catalyst is CN(C=O)C. The product is [CH3:1][O:2][C:3](=[O:18])[C:4]1[C:5](=[C:10]([CH3:17])[C:11]([CH2:15][CH3:16])=[CH:12][C:13]=1[O:14][CH2:27][CH:26]=[CH2:25])[C:6]([O:8][CH3:9])=[O:7]. The yield is 0.830. (2) The reactants are C(=O)([O-])[O-].[K+].[K+].Br[C:8]1[C:9]([O:28][CH2:29][C:30]2[CH:35]=[CH:34][C:33]([F:36])=[CH:32][CH:31]=2)=[C:10]([C:14]2[CH:19]=[CH:18][CH:17]=[C:16]([C:20]([C:22]3[CH:27]=[CH:26][CH:25]=[CH:24][CH:23]=3)=[CH2:21])[N:15]=2)[CH:11]=[CH:12][CH:13]=1.[C:37]1(B(O)O)[CH:42]=[CH:41][CH:40]=[CH:39][CH:38]=1. The catalyst is O.O1CCOCC1.C(OCC)(=O)C.C1C=CC([P]([Pd]([P](C2C=CC=CC=2)(C2C=CC=CC=2)C2C=CC=CC=2)([P](C2C=CC=CC=2)(C2C=CC=CC=2)C2C=CC=CC=2)[P](C2C=CC=CC=2)(C2C=CC=CC=2)C2C=CC=CC=2)(C2C=CC=CC=2)C2C=CC=CC=2)=CC=1. The product is [F:36][C:33]1[CH:34]=[CH:35][C:30]([CH2:29][O:28][C:9]2[C:10]([C:14]3[CH:19]=[CH:18][CH:17]=[C:16]([C:20]([C:22]4[CH:27]=[CH:26][CH:25]=[CH:24][CH:23]=4)=[CH2:21])[N:15]=3)=[CH:11][CH:12]=[CH:13][C:8]=2[C:37]2[CH:42]=[CH:41][CH:40]=[CH:39][CH:38]=2)=[CH:31][CH:32]=1. The yield is 0.940. (3) The reactants are [Br:1][C:2]1[CH:7]=[CH:6][C:5]([NH:8][C:9](=[NH:20])[C:10]([C:13]2[CH:18]=[CH:17][CH:16]=[CH:15][C:14]=2[Cl:19])([CH3:12])[CH3:11])=[CH:4][CH:3]=1.I[CH2:22][C:23]([CH:25]1[CH2:29][CH2:28][CH2:27][N:26]1[C:30]([O:32][C:33]([CH3:36])([CH3:35])[CH3:34])=[O:31])=O.C([O-])(O)=O.[Na+]. The catalyst is O1CCOCC1. The product is [Br:1][C:2]1[CH:3]=[CH:4][C:5]([N:8]2[CH:22]=[C:23]([CH:25]3[CH2:29][CH2:28][CH2:27][N:26]3[C:30]([O:32][C:33]([CH3:36])([CH3:35])[CH3:34])=[O:31])[N:20]=[C:9]2[C:10]([C:13]2[CH:18]=[CH:17][CH:16]=[CH:15][C:14]=2[Cl:19])([CH3:12])[CH3:11])=[CH:6][CH:7]=1. The yield is 0.0550. (4) The reactants are [CH3:1][O:2][C:3](=[O:32])[CH2:4][CH2:5][CH2:6][CH2:7][CH2:8][O:9][C:10]1[CH:15]=[CH:14][C:13]([NH:16][C:17](=[O:31])[CH2:18][CH2:19][CH2:20][CH2:21][CH2:22][O:23]CC2C=CC=CC=2)=[CH:12][CH:11]=1. The catalyst is CO.[Pd]. The product is [CH3:1][O:2][C:3](=[O:32])[CH2:4][CH2:5][CH2:6][CH2:7][CH2:8][O:9][C:10]1[CH:11]=[CH:12][C:13]([NH:16][C:17](=[O:31])[CH2:18][CH2:19][CH2:20][CH2:21][CH2:22][OH:23])=[CH:14][CH:15]=1. The yield is 0.628. (5) The reactants are [F:1][C:2]1[CH:11]=[CH:10][C:9]([O:12][CH2:13][CH2:14][CH3:15])=[C:8]2[C:3]=1[C:4](=[O:17])[C:5](I)=[CH:6][NH:7]2.[N:18]1[CH:23]=[CH:22][CH:21]=[C:20](B(O)O)[CH:19]=1.C(=O)([O-])[O-].[Na+].[Na+].O. The catalyst is COCCOC.C1C=CC(P(C2C=CC=CC=2)[C-]2C=CC=C2)=CC=1.C1C=CC(P(C2C=CC=CC=2)[C-]2C=CC=C2)=CC=1.Cl[Pd]Cl.[Fe+2].ClCCl. The product is [F:1][C:2]1[CH:11]=[CH:10][C:9]([O:12][CH2:13][CH2:14][CH3:15])=[C:8]2[C:3]=1[C:4](=[O:17])[C:5]([C:20]1[CH:19]=[N:18][CH:23]=[CH:22][CH:21]=1)=[CH:6][NH:7]2. The yield is 0.360.